This data is from Forward reaction prediction with 1.9M reactions from USPTO patents (1976-2016). The task is: Predict the product of the given reaction. Given the reactants [OH-].[Na+].[Cl:3][C:4]1[CH:13]=[C:12]([S:14]C(OCC)=S)[CH:11]=[CH:10][C:5]=1[C:6]([O:8][CH3:9])=[O:7].Cl.C(=O)([O-])O.[Na+], predict the reaction product. The product is: [Cl:3][C:4]1[CH:13]=[C:12]([SH:14])[CH:11]=[CH:10][C:5]=1[C:6]([O:8][CH3:9])=[O:7].